The task is: Predict the reactants needed to synthesize the given product.. This data is from Full USPTO retrosynthesis dataset with 1.9M reactions from patents (1976-2016). (1) Given the product [F:1][C:2]1[CH:7]=[CH:6][CH:5]=[CH:4][C:3]=1[S:8]([NH:11][C:12]1[CH:21]=[CH:20][C:19]2[CH2:18][CH2:17][CH:16]=[C:15]([O:22][CH3:27])[C:14]=2[C:13]=1[C:23]([O:25][CH3:26])=[O:24])(=[O:10])=[O:9], predict the reactants needed to synthesize it. The reactants are: [F:1][C:2]1[CH:7]=[CH:6][CH:5]=[CH:4][C:3]=1[S:8]([NH:11][C:12]1[CH:21]=[CH:20][C:19]2[CH2:18][CH2:17][CH2:16][C:15](=[O:22])[C:14]=2[C:13]=1[C:23]([O:25][CH3:26])=[O:24])(=[O:10])=[O:9].[CH3:27]OC(OC)OC.C1(C)C=CC(S([O-])(=O)=O)=CC=1.[NH+]1C=CC=CC=1. (2) Given the product [CH2:1]([NH:3][C:4]1[C:5]([NH2:12])=[N:6][CH:7]=[N:8][C:9]=1[Cl:10])[CH3:2], predict the reactants needed to synthesize it. The reactants are: [CH2:1]([NH:3][C:4]1[C:5](Cl)=[N:6][CH:7]=[N:8][C:9]=1[Cl:10])[CH3:2].[NH3:12].